From a dataset of Peptide-MHC class II binding affinity with 134,281 pairs from IEDB. Regression. Given a peptide amino acid sequence and an MHC pseudo amino acid sequence, predict their binding affinity value. This is MHC class II binding data. (1) The peptide sequence is CGLNSVDSLEHEMWR. The MHC is DRB1_0701 with pseudo-sequence DRB1_0701. The binding affinity (normalized) is 0.435. (2) The peptide sequence is LEAAVKQAYAATIAA. The MHC is DRB1_0301 with pseudo-sequence DRB1_0301. The binding affinity (normalized) is 0.200. (3) The peptide sequence is ALLTPGLRCLNLDVYRIL. The MHC is DRB1_0301 with pseudo-sequence DRB1_0301. The binding affinity (normalized) is 0.350. (4) The peptide sequence is LVTVNPIASTNDDEV. The MHC is DRB1_0901 with pseudo-sequence DRB1_0901. The binding affinity (normalized) is 0.0293.